The task is: Predict the reactants needed to synthesize the given product.. This data is from Full USPTO retrosynthesis dataset with 1.9M reactions from patents (1976-2016). Given the product [C:37]([N:35]([S:32]([N:6]([CH2:5][C:4]([OH:47])=[O:3])[CH2:7][C:8]1[CH:13]=[CH:12][CH:11]=[C:10]([O:14][CH2:15][C:16]2[N:17]=[C:18]([C:22]3[CH:23]=[CH:24][C:25]([C:28]([F:31])([F:30])[F:29])=[CH:26][CH:27]=3)[O:19][C:20]=2[CH3:21])[CH:9]=1)(=[O:33])=[O:34])[CH3:36])(=[O:46])[C:38]1[CH:43]=[CH:42][C:41]([O:44][CH3:45])=[CH:40][CH:39]=1, predict the reactants needed to synthesize it. The reactants are: C([O:3][C:4](=[O:47])[CH2:5][N:6]([S:32]([N:35]([C:37](=[O:46])[C:38]1[CH:43]=[CH:42][C:41]([O:44][CH3:45])=[CH:40][CH:39]=1)[CH3:36])(=[O:34])=[O:33])[CH2:7][C:8]1[CH:13]=[CH:12][CH:11]=[C:10]([O:14][CH2:15][C:16]2[N:17]=[C:18]([C:22]3[CH:27]=[CH:26][C:25]([C:28]([F:31])([F:30])[F:29])=[CH:24][CH:23]=3)[O:19][C:20]=2[CH3:21])[CH:9]=1)C.O.[OH-].[Li+].